Dataset: Reaction yield outcomes from USPTO patents with 853,638 reactions. Task: Predict the reaction yield, written as a fraction of the theoretical maximum amount of product (1.0 means a 100% yield; for example, 0.34 means a 34% yield). (1) The reactants are [Br:1][C:2]1[CH:3]=[C:4]([NH:10][C:11]2[CH:16]=[CH:15][C:14]([N:17]3[CH2:22][CH2:21][NH:20][CH2:19][C@@H:18]3[CH3:23])=[CH:13][N:12]=2)[C:5](=[O:9])[N:6]([CH3:8])[CH:7]=1.[O:24]1[CH2:27][C:26](=O)[CH2:25]1.[BH3-]C#N.[Na+].O. The catalyst is CO.[Cl-].[Zn+2].[Cl-]. The product is [Br:1][C:2]1[CH:3]=[C:4]([NH:10][C:11]2[CH:16]=[CH:15][C:14]([N:17]3[CH2:22][CH2:21][N:20]([CH:26]4[CH2:27][O:24][CH2:25]4)[CH2:19][C@@H:18]3[CH3:23])=[CH:13][N:12]=2)[C:5](=[O:9])[N:6]([CH3:8])[CH:7]=1. The yield is 0.730. (2) The reactants are NC1C=[C:4]([NH:10]C(=O)C)[C:5]([O:8][CH3:9])=[CH:6]C=1.[CH:14]([N:17]([CH:20]([CH3:22])[CH3:21])[CH2:18]C)(C)C.COS([O:28][CH3:29])(=O)=O.[OH-].[Na+].[CH2:32](Cl)Cl. No catalyst specified. The yield is 0.500. The product is [CH3:14][N:17]([CH3:18])[C:20]1[CH:22]=[C:4]([NH:10][C:29](=[O:28])[CH3:32])[C:5]([O:8][CH3:9])=[CH:6][CH:21]=1.